Dataset: Forward reaction prediction with 1.9M reactions from USPTO patents (1976-2016). Task: Predict the product of the given reaction. (1) Given the reactants Br[C:2]1[CH:3]=[CH:4][C:5]2[N:6]([C:15]3[CH:20]=[CH:19][C:18]([C:21]4[C:30]5[C:25](=[CH:26][CH:27]=[CH:28][CH:29]=5)[CH:24]=[CH:23][CH:22]=4)=[CH:17][CH:16]=3)[C:7]3[C:12]([C:13]=2[CH:14]=1)=[CH:11][CH:10]=[CH:9][CH:8]=3.CCCCCC.C([Li])CCC.[B:42]([O:47]C)(OC)[O:43]C.Cl, predict the reaction product. The product is: [C:21]1([C:18]2[CH:17]=[CH:16][C:15]([N:6]3[C:5]4[CH:4]=[CH:3][C:2]([B:42]([OH:47])[OH:43])=[CH:14][C:13]=4[C:12]4[C:7]3=[CH:8][CH:9]=[CH:10][CH:11]=4)=[CH:20][CH:19]=2)[C:30]2[C:25](=[CH:26][CH:27]=[CH:28][CH:29]=2)[CH:24]=[CH:23][CH:22]=1. (2) The product is: [C:12]([O:11][C:9]([N:27]([C:23]1[CH:22]=[C:21]([CH:26]=[CH:25][CH:24]=1)[CH2:20][S:17]([CH3:16])(=[O:19])=[O:18])[CH3:28])=[O:10])([CH3:13])([CH3:14])[CH3:15]. Given the reactants [C:9](O[C:9]([O:11][C:12]([CH3:15])([CH3:14])[CH3:13])=[O:10])([O:11][C:12]([CH3:15])([CH3:14])[CH3:13])=[O:10].[CH3:16][S:17]([CH2:20][C:21]1[CH:26]=[CH:25][CH:24]=[C:23]([NH:27][CH3:28])[CH:22]=1)(=[O:19])=[O:18], predict the reaction product. (3) Given the reactants [NH2:1][C:2]1[C:7]([Cl:8])=[CH:6][C:5]([OH:9])=[C:4]([F:10])[CH:3]=1.[CH3:11][N:12]1[C:16]([CH3:17])=[C:15]([C:18](O)=[O:19])[C:14](=[O:21])[N:13]1[C:22]1[CH:27]=[CH:26][CH:25]=[CH:24][CH:23]=1.CCN=C=NCCCN(C)C.C1C=NC2N(O)N=NC=2C=1, predict the reaction product. The product is: [Cl:8][C:7]1[CH:6]=[C:5]([OH:9])[C:4]([F:10])=[CH:3][C:2]=1[NH:1][C:18]([C:15]1[C:14](=[O:21])[N:13]([C:22]2[CH:23]=[CH:24][CH:25]=[CH:26][CH:27]=2)[N:12]([CH3:11])[C:16]=1[CH3:17])=[O:19].